From a dataset of Full USPTO retrosynthesis dataset with 1.9M reactions from patents (1976-2016). Predict the reactants needed to synthesize the given product. (1) Given the product [NH2:11][CH2:12][C:13]1[CH:14]=[C:15]([NH:19][C:20](=[O:59])[CH2:21][O:22][C:23]2[CH:24]=[CH:25][C:26]([CH:29]([NH:33][C:34]3[CH:35]=[C:36]4[C:41](=[CH:42][CH:43]=3)[C:40]([N:44]([C:52]([O:54][C:55]([CH3:58])([CH3:57])[CH3:56])=[O:53])[C:45]([O:47][C:48]([CH3:49])([CH3:50])[CH3:51])=[O:46])=[N:39][CH:38]=[CH:37]4)[C:30]([OH:32])=[O:31])=[CH:27][CH:28]=2)[CH:16]=[CH:17][CH:18]=1, predict the reactants needed to synthesize it. The reactants are: C(OC([NH:11][CH2:12][C:13]1[CH:14]=[C:15]([NH:19][C:20](=[O:59])[CH2:21][O:22][C:23]2[CH:28]=[CH:27][C:26]([CH:29]([NH:33][C:34]3[CH:35]=[C:36]4[C:41](=[CH:42][CH:43]=3)[C:40]([N:44]([C:52]([O:54][C:55]([CH3:58])([CH3:57])[CH3:56])=[O:53])[C:45]([O:47][C:48]([CH3:51])([CH3:50])[CH3:49])=[O:46])=[N:39][CH:38]=[CH:37]4)[C:30]([OH:32])=[O:31])=[CH:25][CH:24]=2)[CH:16]=[CH:17][CH:18]=1)=O)C1C=CC=CC=1. (2) The reactants are: [Cl:1][C:2]1[N:10]=[C:9]2[C:5]([N:6]=[CH:7][N:8]2[CH3:11])=[C:4](Cl)[N:3]=1.[NH2:13][CH2:14][C:15]1[CH:16]=[N:17][CH:18]=[CH:19][CH:20]=1.C(N(CC)CC)C. Given the product [Cl:1][C:2]1[N:10]=[C:9]2[C:5]([N:6]=[CH:7][N:8]2[CH3:11])=[C:4]([NH:13][CH2:14][C:15]2[CH:16]=[N:17][CH:18]=[CH:19][CH:20]=2)[N:3]=1, predict the reactants needed to synthesize it. (3) Given the product [Cl:12][C:4]1[C:3]([O:2][CH3:1])=[CH:8][N:7]=[CH:6][N:5]=1, predict the reactants needed to synthesize it. The reactants are: [CH3:1][O:2][C:3]1[C:4](=O)[NH:5][CH:6]=[N:7][CH:8]=1.P(Cl)(Cl)([Cl:12])=O.C(N(CC)C1C=CC=CC=1)C. (4) The reactants are: [C:1]([O:5][C:6](=[O:17])[NH:7][CH2:8][CH2:9][C:10]1[CH:11]=[N:12][CH:13]=[C:14]([Cl:16])[CH:15]=1)([CH3:4])([CH3:3])[CH3:2].ClC1C=CC=C(C(OO)=[O:26])C=1. Given the product [C:1]([O:5][C:6]([NH:7][CH2:8][CH2:9][C:10]1[CH:11]=[N+:12]([O-:26])[CH:13]=[C:14]([Cl:16])[CH:15]=1)=[O:17])([CH3:4])([CH3:2])[CH3:3], predict the reactants needed to synthesize it. (5) Given the product [C:1]([O:5][C:6](=[O:26])[NH:7][C@H:8]([C:18]1[C:23]([Br:24])=[CH:22][CH:21]=[C:20]([C:28]#[C:27][C:29]2([OH:35])[CH2:34][CH2:33][O:32][CH2:31][CH2:30]2)[N:19]=1)[CH2:9][C:10]1[CH:15]=[C:14]([F:16])[CH:13]=[C:12]([F:17])[CH:11]=1)([CH3:4])([CH3:3])[CH3:2], predict the reactants needed to synthesize it. The reactants are: [C:1]([O:5][C:6](=[O:26])[NH:7][C@H:8]([C:18]1[C:23]([Br:24])=[CH:22][CH:21]=[C:20](Br)[N:19]=1)[CH2:9][C:10]1[CH:15]=[C:14]([F:16])[CH:13]=[C:12]([F:17])[CH:11]=1)([CH3:4])([CH3:3])[CH3:2].[C:27]([C:29]1([OH:35])[CH2:34][CH2:33][O:32][CH2:31][CH2:30]1)#[CH:28]. (6) Given the product [CH3:19][O:18][N:17]([CH3:12])[C:6]([C:4]1[N:3]=[CH:2][O:1][CH:5]=1)=[O:8], predict the reactants needed to synthesize it. The reactants are: [O:1]1[CH:5]=[C:4]([C:6]([OH:8])=O)[N:3]=[CH:2]1.C1C=C[C:12]2[N:17]([OH:18])N=NC=2C=1.[CH3:19]CN(C(C)C)C(C)C.C(Cl)CCl. (7) Given the product [C:15]1([N:9]2[CH2:13][CH2:12][CH2:11][CH2:10]2)[CH:20]=[CH:19][CH:18]=[CH:17][CH:16]=1, predict the reactants needed to synthesize it. The reactants are: [O-]P([O-])([O-])=O.[K+].[K+].[K+].[NH:9]1[CH2:13][CH2:12][CH2:11][CH2:10]1.I[C:15]1[CH:20]=[CH:19][CH:18]=[CH:17][CH:16]=1.C(O)CO.